This data is from Reaction yield outcomes from USPTO patents with 853,638 reactions. The task is: Predict the reaction yield, written as a fraction of the theoretical maximum amount of product (1.0 means a 100% yield; for example, 0.34 means a 34% yield). (1) The reactants are [OH:1][C@H:2]1[C:6]([CH3:8])([CH3:7])[CH2:5][O:4][C:3]1=[O:9].C(N(C(C)C)CC)(C)C.[C:19](Cl)(=[O:22])[CH:20]=[CH2:21].Cl. The catalyst is ClCCl.CCOC(C)=O. The product is [CH3:7][C:6]1([CH3:8])[CH2:5][O:4][C:3](=[O:9])[CH:2]1[O:1][C:19](=[O:22])[CH:20]=[CH2:21]. The yield is 0.570. (2) The reactants are CC1C=C2C(N=CC=C2)=C2C=1C=CC=N2.C([O-])([O-])=O.[Cs+].[Cs+].I[C:23]1[CH:24]=[C:25]([O:29][CH3:30])[CH:26]=[CH:27][CH:28]=1.[C:31]1([C@H:37]([OH:39])[CH3:38])[CH:36]=[CH:35][CH:34]=[CH:33][CH:32]=1. The catalyst is [Cu]I.C1(C)C=CC=CC=1. The product is [C:31]1([C@H:37]([O:39][C:23]2[CH:24]=[C:25]([O:29][CH3:30])[CH:26]=[CH:27][CH:28]=2)[CH3:38])[CH:36]=[CH:35][CH:34]=[CH:33][CH:32]=1. The yield is 0.760. (3) The reactants are C(OC(=O)C(OC1C=C(O)C=CC=1CCCC)(C)C)C.CC1OC(C2C=CC=CC=2)=NC=1CCOS(C1C=CC(C)=CC=1)(=O)=O.C(=O)([O-])[O-].[K+].[K+].C([O:54][C:55](=[O:85])[C:56]([O:59][C:60]1[CH:65]=[C:64]([O:66][CH2:67][CH2:68][C:69]2[N:70]=[C:71]([C:75]3[CH:80]=[CH:79][CH:78]=[CH:77][CH:76]=3)[O:72][C:73]=2[CH3:74])[CH:63]=[CH:62][C:61]=1[CH2:81][CH2:82][CH2:83][CH3:84])([CH3:58])[CH3:57])C.[OH-].[Na+]. The catalyst is C(O)C. The product is [CH2:81]([C:61]1[CH:62]=[CH:63][C:64]([O:66][CH2:67][CH2:68][C:69]2[N:70]=[C:71]([C:75]3[CH:80]=[CH:79][CH:78]=[CH:77][CH:76]=3)[O:72][C:73]=2[CH3:74])=[CH:65][C:60]=1[O:59][C:56]([CH3:57])([CH3:58])[C:55]([OH:85])=[O:54])[CH2:82][CH2:83][CH3:84]. The yield is 0.490. (4) The reactants are [CH:1]1[C:10]2[C:5](=[CH:6][CH:7]=[CH:8][CH:9]=2)[CH:4]=[C:3]([C:11]([OH:13])=O)[N:2]=1.CN(C(ON1N=NC2C=CC=CC1=2)=[N+](C)C)C.F[P-](F)(F)(F)(F)F.[CH3:38][O:39][C:40]([C:42]1[C:50]2[N:49]=[C:48]([NH2:51])[NH:47][C:46]=2[CH:45]=[C:44]([C:52]2[CH:57]=[CH:56][N:55]=[CH:54][CH:53]=2)[CH:43]=1)=[O:41]. No catalyst specified. The product is [CH3:38][O:39][C:40]([C:42]1[C:50]2[NH:49][C:48]([NH:51][C:11]([C:3]3[N:2]=[CH:1][C:10]4[C:5]([CH:4]=3)=[CH:6][CH:7]=[CH:8][CH:9]=4)=[O:13])=[N:47][C:46]=2[CH:45]=[C:44]([C:52]2[CH:57]=[CH:56][N:55]=[CH:54][CH:53]=2)[CH:43]=1)=[O:41]. The yield is 0.750. (5) The reactants are [C@H:1]1([NH:10][C:11]2[CH:20]=[CH:19][C:18]3[C:13](=[CH:14][CH:15]=[C:16]([NH2:21])[CH:17]=3)[N:12]=2)[C:9]2[C:4](=[CH:5][CH:6]=[CH:7][CH:8]=2)[CH2:3][CH2:2]1.N1C=CC=CC=1.Cl[C:29]([O:31][C:32]1C=CC([N+]([O-])=O)=CC=1)=[O:30]. The catalyst is ClCCl. The product is [CH3:32][O:31][C:29](=[O:30])[NH:21][C:16]1[CH:17]=[C:18]2[C:13](=[CH:14][CH:15]=1)[N:12]=[C:11]([NH:10][C@H:1]1[C:9]3[C:4](=[CH:5][CH:6]=[CH:7][CH:8]=3)[CH2:3][CH2:2]1)[CH:20]=[CH:19]2. The yield is 0.340. (6) The reactants are [N+:1]([C:4]1[CH:5]=[CH:6][C:7]([C:10](OC)=[O:11])=[N:8][CH:9]=1)([O-:3])=[O:2].CC(C[AlH]CC(C)C)C.C(C(C(C([O-])=O)O)O)([O-])=O.[Na+].[K+]. The catalyst is C(Cl)Cl.O. The product is [N+:1]([C:4]1[CH:5]=[CH:6][C:7]([CH:10]=[O:11])=[N:8][CH:9]=1)([O-:3])=[O:2]. The yield is 0.600. (7) The reactants are [CH:1]1([CH2:4][O:5][CH2:6][C:7]2[NH:12][C:11](=S)[NH:10][C:9](=[O:14])[CH:8]=2)[CH2:3][CH2:2]1.BrCC(O)=[O:18].[OH-].[Na+]. The catalyst is CCO.O. The product is [CH:1]1([CH2:4][O:5][CH2:6][C:7]2[NH:12][C:11](=[O:18])[NH:10][C:9](=[O:14])[CH:8]=2)[CH2:3][CH2:2]1. The yield is 0.370. (8) No catalyst specified. The reactants are Cl[C:2]1[N:3]=[C:4]([NH:12][CH2:13][CH:14]=[C:15]([CH3:17])[CH3:16])[C:5]2[S:10][CH:9]=[C:8]([CH3:11])[C:6]=2[N:7]=1.[CH2:18]([NH2:21])[CH:19]=[CH2:20].C(=O)([O-])O.[Na+]. The product is [CH2:18]([NH:21][C:2]1[N:3]=[C:4]([NH:12][CH2:13][CH:14]=[C:15]([CH3:17])[CH3:16])[C:5]2[S:10][CH:9]=[C:8]([CH3:11])[C:6]=2[N:7]=1)[CH:19]=[CH2:20]. The yield is 0.698.